From a dataset of Forward reaction prediction with 1.9M reactions from USPTO patents (1976-2016). Predict the product of the given reaction. (1) Given the reactants Cl.[CH3:2][C:3]1[O:7][N:6]=[CH:5][C:4]=1N.[F:9][C:10]1[CH:15]=[CH:14][C:13]([CH2:16][C:17](Cl)=[O:18])=[CH:12][CH:11]=1.C([N:22](CC)CC)C, predict the reaction product. The product is: [F:9][C:10]1[CH:15]=[CH:14][C:13]([CH:16]([C:4]2[CH:5]=[N:6][O:7][C:3]=2[CH3:2])[C:17]([NH2:22])=[O:18])=[CH:12][CH:11]=1. (2) Given the reactants C([O:5][C:6](=[O:21])[CH2:7][CH2:8][CH2:9][CH2:10][C:11]1[CH:12]=[CH:13][C:14]2[O:15][CH2:16][CH2:17][NH:18][C:19]=2[N:20]=1)CCC.[OH-].[Na+].Cl, predict the reaction product. The product is: [O:15]1[CH2:16][CH2:17][NH:18][C:19]2[N:20]=[C:11]([CH2:10][CH2:9][CH2:8][CH2:7][C:6]([OH:21])=[O:5])[CH:12]=[CH:13][C:14]1=2. (3) Given the reactants [Br:1][C:2]1[CH:7]=[CH:6][C:5]([N+:8]([O-:10])=[O:9])=[C:4](F)[CH:3]=1.[CH3:12][C:13]([CH3:16])([O-:15])[CH3:14].[K+].O, predict the reaction product. The product is: [Br:1][C:2]1[CH:7]=[CH:6][C:5]([N+:8]([O-:10])=[O:9])=[C:4]([O:15][C:13]([CH3:16])([CH3:14])[CH3:12])[CH:3]=1.